From a dataset of Reaction yield outcomes from USPTO patents with 853,638 reactions. Predict the reaction yield, written as a fraction of the theoretical maximum amount of product (1.0 means a 100% yield; for example, 0.34 means a 34% yield). (1) The yield is 0.810. The product is [CH3:33][O:32][C:30]([C@H:27]1[CH2:26][CH2:25][C@H:24]([NH:23][S:10]([C:13]2[CH:14]=[C:15]([CH:19]=[CH:20][CH:21]=2)[C:16]([O:8][CH2:1][C:2]2[CH:7]=[CH:6][CH:5]=[CH:4][CH:3]=2)=[O:17])(=[O:12])=[O:11])[CH2:29][CH2:28]1)=[O:31]. The catalyst is C(Cl)Cl.C(OCC)(=O)C.N1C=CC=CC=1. The reactants are [CH2:1]([OH:8])[C:2]1[CH:7]=[CH:6][CH:5]=[CH:4][CH:3]=1.Cl[S:10]([C:13]1[CH:14]=[C:15]([CH:19]=[CH:20][CH:21]=1)[C:16](Cl)=[O:17])(=[O:12])=[O:11].Cl.[NH2:23][C@H:24]1[CH2:29][CH2:28][C@H:27]([C:30]([O:32][CH3:33])=[O:31])[CH2:26][CH2:25]1.CCN(C(C)C)C(C)C. (2) The reactants are Cl[C:2]1[N:7]2[N:8]=[C:9](C3C=CC=CC=3)[CH:10]=[C:6]2[N:5]=[C:4]([CH3:17])[C:3]=1[CH:18]([CH2:23][CH2:24][CH3:25])[C:19]([O:21][CH3:22])=[O:20].B(O)(O)[C:27]1[CH:28]=[CH:29][C:30]([CH3:33])=[CH:31][CH:32]=1.C(N(C(C)C)CC)(C)C. The yield is 0.820. The catalyst is COCCOC.O. The product is [CH3:17][C:4]1[C:3]([CH:18]([CH2:23][CH2:24][CH3:25])[C:19]([O:21][CH3:22])=[O:20])=[C:2]([C:27]2[CH:32]=[CH:31][C:30]([CH3:33])=[CH:29][CH:28]=2)[N:7]2[N:8]=[CH:9][CH:10]=[C:6]2[N:5]=1. (3) The reactants are [C:1]([C:4]1[CH:9]=[CH:8][C:7]([S:10]([NH2:13])(=[O:12])=[O:11])=[CH:6][CH:5]=1)(=[O:3])[CH3:2].[CH3:14][O:15][C:16]1[C:23]([C:24]2[S:25][CH:26]=[CH:27][CH:28]=2)=[CH:22][C:19]([CH:20]=O)=[C:18]([O:29][CH2:30][CH2:31][CH2:32][N:33]2[CH2:38][CH2:37][O:36][CH2:35][CH2:34]2)[CH:17]=1. No catalyst specified. The product is [CH3:14][O:15][C:16]1[C:23]([C:24]2[S:25][CH:26]=[CH:27][CH:28]=2)=[CH:22][C:19](/[CH:20]=[CH:2]/[C:1]([C:4]2[CH:5]=[CH:6][C:7]([S:10]([NH2:13])(=[O:11])=[O:12])=[CH:8][CH:9]=2)=[O:3])=[C:18]([O:29][CH2:30][CH2:31][CH2:32][N:33]2[CH2:34][CH2:35][O:36][CH2:37][CH2:38]2)[CH:17]=1. The yield is 0.480. (4) The reactants are [Cl:1][C:2]1[CH:3]=[CH:4][CH:5]=[C:6]2[C:11]=1[C:10]([CH2:12][C:13]1[CH:14]=C([CH:18]=[CH:19][CH:20]=1)C#N)=[N:9][NH:8][C:7]2=[O:21].[OH-:22].[K+].[CH2:24]([OH:26])[CH3:25]. The catalyst is O. The product is [Cl:1][C:2]1[CH:3]=[CH:4][CH:5]=[C:6]2[C:11]=1[C:10]([CH2:12][C:13]1[CH:14]=[C:25]([CH:18]=[CH:19][CH:20]=1)[C:24]([OH:22])=[O:26])=[N:9][NH:8][C:7]2=[O:21]. The yield is 0.950. (5) The reactants are [F:1][C:2]([F:15])([F:14])[C:3]1[CH:8]=[CH:7][C:6]([CH2:9][CH2:10][C:11](Cl)=[O:12])=[CH:5][CH:4]=1.Cl.[CH3:17][NH:18][O:19][CH3:20].N1C=CC=CC=1. The catalyst is C(Cl)(Cl)Cl. The product is [CH3:20][O:19][N:18]([CH3:17])[C:11](=[O:12])[CH2:10][CH2:9][C:6]1[CH:7]=[CH:8][C:3]([C:2]([F:15])([F:14])[F:1])=[CH:4][CH:5]=1. The yield is 0.630. (6) The reactants are Cl.[CH2:2]([O:4][C:5]([C:7]1([NH2:13])[CH2:12][CH2:11][CH2:10][CH2:9][CH2:8]1)=[O:6])[CH3:3].[O:14]1[C:18]2[CH:19]=[CH:20][CH:21]=[CH:22][C:17]=2[CH:16]=[C:15]1[C:23](O)=[O:24]. No catalyst specified. The product is [CH2:2]([O:4][C:5]([C:7]1([NH:13][C:23]([C:15]2[O:14][C:18]3[CH:19]=[CH:20][CH:21]=[CH:22][C:17]=3[CH:16]=2)=[O:24])[CH2:12][CH2:11][CH2:10][CH2:9][CH2:8]1)=[O:6])[CH3:3]. The yield is 0.800. (7) The reactants are [CH3:1][C:2]1([CH3:14])[O:6][C@H:5]([CH2:7][C:8]([S:10](Cl)(=[O:12])=[O:11])=[CH2:9])[CH2:4][O:3]1.[F:15][C:16]1[C:21]([F:22])=[C:20]([NH:23][C:24]2[CH:29]=[CH:28][C:27]([I:30])=[CH:26][C:25]=2[F:31])[C:19]([NH2:32])=[C:18]([O:33][CH3:34])[CH:17]=1. The catalyst is N1C=CC=CC=1. The product is [F:22][C:21]1[C:20]([NH:23][C:24]2[CH:29]=[CH:28][C:27]([I:30])=[CH:26][C:25]=2[F:31])=[C:19]([NH:32][S:10]([C:8]([CH2:7][C@@H:5]2[CH2:4][O:3][C:2]([CH3:14])([CH3:1])[O:6]2)=[CH2:9])(=[O:12])=[O:11])[C:18]([O:33][CH3:34])=[CH:17][C:16]=1[F:15]. The yield is 0.170. (8) The reactants are [H-].[Na+].[Cl:3][C:4]1[CH:9]=[C:8]([Cl:10])[CH:7]=[C:6]([Cl:11])[C:5]=1[OH:12].S1(=O)(=O)[N:17]2[CH2:18][CH2:19][CH2:20][C@H:16]2[CH2:15]O1.Cl. The catalyst is CN(C)C=O. The product is [Cl:3][C:4]1[CH:9]=[C:8]([Cl:10])[CH:7]=[C:6]([Cl:11])[C:5]=1[O:12][CH2:15][C@@H:16]1[CH2:20][CH2:19][CH2:18][NH:17]1. The yield is 0.420.